Task: Predict the reactants needed to synthesize the given product.. Dataset: Full USPTO retrosynthesis dataset with 1.9M reactions from patents (1976-2016) (1) Given the product [CH3:1][N:2]1[CH:6]=[C:5]([C:7]([OH:11])=[O:8])[CH:4]=[N:3]1, predict the reactants needed to synthesize it. The reactants are: [CH3:1][N:2]1[CH:6]=[C:5]([CH:7]=[O:8])[CH:4]=[N:3]1.CC(C)=[O:11].OS(O)(=O)=O.O=[Cr](=O)=O.[OH-].[Na+]. (2) Given the product [CH:1]1([O:6][C:10]2[CH:19]=[CH:18][C:17]3[C:12](=[C:13]([C:20]4[NH:28][C:27]5[CH2:26][CH2:25][NH:24][C:23](=[O:29])[C:22]=5[CH:21]=4)[CH:14]=[CH:15][CH:16]=3)[N:11]=2)[CH2:5][CH2:4][CH2:3][CH2:2]1, predict the reactants needed to synthesize it. The reactants are: [CH:1]1([OH:6])[CH2:5][CH2:4][CH2:3][CH2:2]1.[H-].[Na+].Cl[C:10]1[CH:19]=[CH:18][C:17]2[C:12](=[C:13]([C:20]3[NH:28][C:27]4[CH2:26][CH2:25][NH:24][C:23](=[O:29])[C:22]=4[CH:21]=3)[CH:14]=[CH:15][CH:16]=2)[N:11]=1.CCOC(C)=O. (3) The reactants are: Cl.[C:2]1([N:8]([C:10]2[CH:15]=[CH:14][CH:13]=[CH:12][CH:11]=2)N)[CH:7]=[CH:6][CH:5]=[CH:4][CH:3]=1.[CH3:16][CH:17]([CH3:45])[C:18]([NH:20][C:21]1[CH:26]=[CH:25][CH:24]=[C:23]([CH:27]2[CH2:32][CH2:31][N:30]([CH2:33][CH2:34][CH2:35][CH2:36][C:37](=O)[C:38]3[CH:43]=[CH:42][CH:41]=[CH:40][CH:39]=3)[CH2:29][CH2:28]2)[CH:22]=1)=[O:19].CC(O)=O.C([O-])([O-])=O.[K+].[K+]. Given the product [C:2]1([N:8]2[C:10]3[C:15](=[CH:14][CH:13]=[CH:12][CH:11]=3)[C:36]([CH2:35][CH2:34][CH2:33][N:30]3[CH2:31][CH2:32][CH:27]([C:23]4[CH:22]=[C:21]([NH:20][C:18](=[O:19])[CH:17]([CH3:45])[CH3:16])[CH:26]=[CH:25][CH:24]=4)[CH2:28][CH2:29]3)=[C:37]2[C:38]2[CH:39]=[CH:40][CH:41]=[CH:42][CH:43]=2)[CH:7]=[CH:6][CH:5]=[CH:4][CH:3]=1, predict the reactants needed to synthesize it. (4) Given the product [NH2:14][CH:12]([C:7]1[C:6]([C:25]2[CH:30]=[CH:29][CH:28]=[CH:27][CH:26]=2)=[C:5]([S:31]([CH2:33][CH2:34][OH:35])=[O:32])[C:4]2[C:9](=[CH:10][CH:11]=[C:2]([F:1])[CH:3]=2)[N:8]=1)[CH3:13], predict the reactants needed to synthesize it. The reactants are: [F:1][C:2]1[CH:3]=[C:4]2[C:9](=[CH:10][CH:11]=1)[N:8]=[C:7]([CH:12]([N:14]1C(=O)C3C(=CC=CC=3)C1=O)[CH3:13])[C:6]([C:25]1[CH:30]=[CH:29][CH:28]=[CH:27][CH:26]=1)=[C:5]2[S:31]([CH2:33][CH2:34][OH:35])=[O:32].NN. (5) Given the product [F:27][C:15]([F:26])([F:14])[C:16]1[N:17]=[C:18]2[N:22]([C:23]=1[C:24]([OH:5])=[O:25])[CH:21]=[CH:20][S:19]2, predict the reactants needed to synthesize it. The reactants are: Cl([O-])=O.[Na+].[OH2:5].O.P([O-])(O)(O)=O.[Na+].O.[F:14][C:15]([F:27])([F:26])[C:16]1[N:17]=[C:18]2[N:22]([C:23]=1[CH:24]=[O:25])[CH:21]=[CH:20][S:19]2. (6) Given the product [CH3:1][C:2]1[C:6]([C:7]2[CH:8]=[C:9]([C:25]([C:19]3[CH:24]=[CH:23][CH:22]=[CH:21][CH:20]=3)=[CH2:26])[C:10]3[N:14]=[C:13]([NH2:15])[NH:12][C:11]=3[CH:16]=2)=[C:5]([CH3:18])[O:4][N:3]=1, predict the reactants needed to synthesize it. The reactants are: [CH3:1][C:2]1[C:6]([C:7]2[CH:8]=[C:9](I)[C:10]3[N:14]=[C:13]([NH2:15])[NH:12][C:11]=3[CH:16]=2)=[C:5]([CH3:18])[O:4][N:3]=1.[C:19]1([C:25](B(O)O)=[CH2:26])[CH:24]=[CH:23][CH:22]=[CH:21][CH:20]=1.C(=O)([O-])[O-].[Cs+].[Cs+]. (7) Given the product [CH3:9][O:8][C:6]1[CH:5]=[CH:4][C:3]([C:10](=[O:11])[C:12]2[CH:13]=[CH:14][C:15]([O:18][CH2:19][C:20]3[N:21]=[C:22]([C:26]4[CH:27]=[CH:28][CH:29]=[CH:30][CH:31]=4)[O:23][C:24]=3[CH3:25])=[CH:16][CH:17]=2)=[C:2]([CH:7]=1)[O:1][CH:33]([C:38]1[CH:43]=[CH:42][CH:41]=[CH:40][CH:39]=1)[C:34]([OH:36])=[O:35], predict the reactants needed to synthesize it. The reactants are: [OH:1][C:2]1[CH:7]=[C:6]([O:8][CH3:9])[CH:5]=[CH:4][C:3]=1[C:10]([C:12]1[CH:17]=[CH:16][C:15]([O:18][CH2:19][C:20]2[N:21]=[C:22]([C:26]3[CH:31]=[CH:30][CH:29]=[CH:28][CH:27]=3)[O:23][C:24]=2[CH3:25])=[CH:14][CH:13]=1)=[O:11].Br[CH:33]([C:38]1[CH:43]=[CH:42][CH:41]=[CH:40][CH:39]=1)[C:34]([O:36]C)=[O:35].C(=O)([O-])[O-].[K+].[K+].CN(C)C=O.